Dataset: Rat liver microsome stability data. Task: Regression/Classification. Given a drug SMILES string, predict its absorption, distribution, metabolism, or excretion properties. Task type varies by dataset: regression for continuous measurements (e.g., permeability, clearance, half-life) or binary classification for categorical outcomes (e.g., BBB penetration, CYP inhibition). Dataset: rlm. (1) The compound is C[C@H]1C[C@H](C(=O)O)CC[C@H]1C(=O)N1CC[C@@]2(S(=O)(=O)c3cccc(F)c3)c3ccc(C(F)(C(F)(F)F)C(F)(F)F)cc3CC[C@@H]12. The result is 0 (unstable in rat liver microsomes). (2) The compound is O=C(Nc1ncccc1O)c1ccc(S(=O)(=O)Nc2ccccc2)cc1. The result is 1 (stable in rat liver microsomes).